This data is from Full USPTO retrosynthesis dataset with 1.9M reactions from patents (1976-2016). The task is: Predict the reactants needed to synthesize the given product. (1) Given the product [C:1]([CH2:3][C:4]1([N:18]2[CH:22]=[C:21]([C:23]3[C:24]4[CH:31]=[CH:30][NH:29][C:25]=4[N:26]=[CH:27][N:28]=3)[CH:20]=[N:19]2)[CH2:7][N:6]([C:8]2[CH:16]=[CH:15][C:11]([C:12]([NH:77][C@@H:75]([CH3:76])[C:74]([F:79])([F:78])[F:73])=[O:13])=[C:10]([F:17])[CH:9]=2)[CH2:5]1)#[N:2], predict the reactants needed to synthesize it. The reactants are: [C:1]([CH2:3][C:4]1([N:18]2[CH:22]=[C:21]([C:23]3[C:24]4[CH:31]=[CH:30][N:29](COCC[Si](C)(C)C)[C:25]=4[N:26]=[CH:27][N:28]=3)[CH:20]=[N:19]2)[CH2:7][N:6]([C:8]2[CH:16]=[CH:15][C:11]([C:12](O)=[O:13])=[C:10]([F:17])[CH:9]=2)[CH2:5]1)#[N:2].C(N(CC)C(C)C)(C)C.F[P-](F)(F)(F)(F)F.C[N+](C)=C(N(C)C)ON1C2N=CC=CC=2N=N1.[F:73][C:74]([F:79])([F:78])[C@@H:75]([NH2:77])[CH3:76].FC(F)(F)C(O)=O. (2) Given the product [CH2:11]([N:3]1[CH:4]=[C:5]([CH:7]=[O:8])[N:6]=[C:2]1[CH3:1])[C:12]1[CH:17]=[CH:16][CH:15]=[CH:14][CH:13]=1, predict the reactants needed to synthesize it. The reactants are: [CH3:1][C:2]1[NH:3][CH:4]=[C:5]([CH:7]=[O:8])[N:6]=1.[H-].[Na+].[CH2:11](Br)[C:12]1[CH:17]=[CH:16][CH:15]=[CH:14][CH:13]=1.O. (3) Given the product [Br:14][C:15]1[N:16]([C:2]2[CH:7]=[C:6]([F:8])[CH:5]=[C:4]([O:9][CH3:10])[C:3]=2[N+:11]([O-:13])=[O:12])[CH:17]=[C:18]([CH3:20])[N:19]=1, predict the reactants needed to synthesize it. The reactants are: F[C:2]1[CH:7]=[C:6]([F:8])[CH:5]=[C:4]([O:9][CH3:10])[C:3]=1[N+:11]([O-:13])=[O:12].[Br:14][C:15]1[NH:16][CH:17]=[C:18]([CH3:20])[N:19]=1.C(=O)([O-])[O-].[K+].[K+]. (4) Given the product [N:23]([CH2:6][CH:7]1[CH2:19][C:18]2[C:17]3[C:12](=[CH:13][CH:14]=[C:15]([O:20][CH3:21])[CH:16]=3)[NH:11][C:10]=2[C:9](=[O:22])[NH:8]1)=[N+:24]=[N-:25], predict the reactants needed to synthesize it. The reactants are: CS(O[CH2:6][CH:7]1[CH2:19][C:18]2[C:17]3[C:12](=[CH:13][CH:14]=[C:15]([O:20][CH3:21])[CH:16]=3)[NH:11][C:10]=2[C:9](=[O:22])[NH:8]1)(=O)=O.[N-:23]=[N+:24]=[N-:25].[Na+].